Dataset: Catalyst prediction with 721,799 reactions and 888 catalyst types from USPTO. Task: Predict which catalyst facilitates the given reaction. (1) Reactant: N1(C2CCCCCCCCCC2)CCCN=CCCCCC1.[CH3:23][N:24]1[N:33]=[N:32][C:31]2[N:27]([CH:28]=[N:29][C:30]=2[C:34]([NH2:36])=[O:35])[C:25]1=[O:26].IC[C:39]([O:41][CH2:42][CH3:43])=[O:40].Cl. Product: [C:34]([C:30]1[N:29]=[CH:28][N:27]2[C:25](=[O:26])[N:24]([CH2:23][C:39]([O:41][CH2:42][CH3:43])=[O:40])[N:33]=[N:32][C:31]=12)(=[O:35])[NH2:36]. The catalyst class is: 10. (2) Reactant: [F:1][C:2]1[CH:10]=[CH:9][C:5]([C:6]([OH:8])=[O:7])=[C:4]([O:11][CH3:12])[CH:3]=1.[Br:13]Br.O. Product: [Br:13][C:10]1[C:2]([F:1])=[CH:3][C:4]([O:11][CH3:12])=[C:5]([CH:9]=1)[C:6]([OH:8])=[O:7]. The catalyst class is: 15. (3) Reactant: [CH3:1][O:2][C:3]1[C:4]([CH3:31])=[C:5]([C:22]([O:29][CH3:30])=[C:23]([O:27][CH3:28])[C:24]=1[O:25][CH3:26])[CH2:6][C:7]1[CH:8]=[CH:9][C:10]([OH:21])=[C:11]([CH:20]=1)[C:12]([N:14]1[CH2:19][CH2:18][CH2:17][CH2:16][CH2:15]1)=[O:13].[N:32]1[CH:37]=[CH:36][CH:35]=[C:34](B(O)O)[CH:33]=1.C(N(CC)CC)C.N1C=CC=CC=1. Product: [CH3:1][O:2][C:3]1[C:4]([CH3:31])=[C:5]([C:22]([O:29][CH3:30])=[C:23]([O:27][CH3:28])[C:24]=1[O:25][CH3:26])[CH2:6][C:7]1[CH:8]=[CH:9][C:10]([O:21][C:34]2[CH:33]=[N:32][CH:37]=[CH:36][CH:35]=2)=[C:11]([CH:20]=1)[C:12]([N:14]1[CH2:15][CH2:16][CH2:17][CH2:18][CH2:19]1)=[O:13]. The catalyst class is: 302. (4) Reactant: [O:1]1[C:5]([C:6]2[CH:11]=[CH:10][C:9]([NH:12][C:13]3[N:14]=[C:15]([N:23]([C:27]4[CH:32]=[CH:31][CH:30]=[CH:29][CH:28]=4)[CH2:24][CH2:25][OH:26])[C:16]4[CH2:22][NH:21][CH2:20][CH2:19][C:17]=4[N:18]=3)=[CH:8][CH:7]=2)=[CH:4][N:3]=[CH:2]1.C(N(CC)CC)C.[CH3:40][O:41][CH2:42][C:43](Cl)=[O:44]. Product: [OH:26][CH2:25][CH2:24][N:23]([C:27]1[CH:28]=[CH:29][CH:30]=[CH:31][CH:32]=1)[C:15]1[C:16]2[CH2:22][N:21]([C:43](=[O:44])[CH2:42][O:41][CH3:40])[CH2:20][CH2:19][C:17]=2[N:18]=[C:13]([NH:12][C:9]2[CH:10]=[CH:11][C:6]([C:5]3[O:1][CH:2]=[N:3][CH:4]=3)=[CH:7][CH:8]=2)[N:14]=1. The catalyst class is: 138. (5) Reactant: [N:1]1[C:8](Cl)=[N:7][C:5]([Cl:6])=[N:4][C:2]=1[Cl:3].[CH3:10][O:11][C:12]1[CH:13]=[C:14]([Mg]Br)[CH:15]=[CH:16][CH:17]=1.C(=O)(O)[O-].[Na+].O. Product: [Cl:3][C:2]1[N:4]=[C:5]([Cl:6])[N:7]=[C:8]([C:16]2[CH:15]=[CH:14][CH:13]=[C:12]([O:11][CH3:10])[CH:17]=2)[N:1]=1. The catalyst class is: 396. (6) Reactant: [CH:1]1[C:18]2=[C:19]3[C:8]([C:9]4[C:20]5[C:13](=[CH:14][CH:15]=[CH:16][C:17]2=5)[CH:12]=[CH:11][CH:10]=4)=[CH:7][CH:6]=[CH:5][C:4]3=[CH:3][CH:2]=1.[Br:21]N1C(=O)CCC1=O. Product: [Br-:21].[CH:16]1[C:17]2=[C:20]3[C:9]([C:8]4[C:19]5[C:4](=[CH:3][CH:2]=[CH:1][C:18]2=5)[CH:5]=[CH:6][CH:7]=4)=[CH:10][CH:11]=[CH:12][C:13]3=[CH:14][CH:15]=1. The catalyst class is: 4. (7) Reactant: [CH3:1][C:2]([C:21]1[CH:29]=[CH:28][C:27]([F:30])=[CH:26][C:22]=1[C:23](O)=[O:24])([CH3:20])[CH2:3][C@:4]([O:12][Si:13]([CH2:18][CH3:19])([CH2:16][CH3:17])[CH2:14][CH3:15])([C:8]([F:11])([F:10])[F:9])[CH2:5][C:6]#[CH:7].[N:31]1C=CC=CC=1.S(Cl)(Cl)=O.N. Product: [CH3:1][C:2]([C:21]1[CH:29]=[CH:28][C:27]([F:30])=[CH:26][C:22]=1[C:23]([NH2:31])=[O:24])([CH3:20])[CH2:3][C@:4]([O:12][Si:13]([CH2:18][CH3:19])([CH2:16][CH3:17])[CH2:14][CH3:15])([C:8]([F:11])([F:10])[F:9])[CH2:5][C:6]#[CH:7]. The catalyst class is: 2. (8) Reactant: [H-].[Na+].[Br:3][C:4]1[CH:5]=[CH:6][C:7]2[NH:8][C:9]3[C:14]([C:15]=2[CH:16]=1)=[CH:13][C:12]([Br:17])=[CH:11][CH:10]=3.[Br:18][CH2:19][CH2:20][CH2:21][CH2:22]Br. Product: [Br:17][C:12]1[CH:11]=[CH:10][C:9]2[N:8]([CH:19]([Br:18])[CH2:20][CH2:21][CH3:22])[C:7]3[C:15]([C:14]=2[CH:13]=1)=[CH:16][C:4]([Br:3])=[CH:5][CH:6]=3. The catalyst class is: 3. (9) Reactant: [CH:1]1([S:4]([C:7]2[CH:12]=[CH:11][C:10]([CH:13]([C:21]3[NH:25][C:24]([C:26]4[N:31]=[CH:30][C:29]([CH:32]=O)=[CH:28][CH:27]=4)=[CH:23][CH:22]=3)[CH2:14][CH:15]3[CH2:20][CH2:19][O:18][CH2:17][CH2:16]3)=[CH:9][CH:8]=2)(=[O:6])=[O:5])[CH2:3][CH2:2]1.Br(O)(=O)=O.Br(O)(=O)=O.[CH2:42]([N:49]1[CH2:54][C@@H:53]2[CH2:55][C@H:50]1[CH2:51][NH:52]2)[C:43]1[CH:48]=[CH:47][CH:46]=[CH:45][CH:44]=1.C(N(CC)CC)C.C(O[BH-](OC(=O)C)OC(=O)C)(=O)C.[Na+]. Product: [CH2:42]([N:49]1[CH2:54][C@@H:53]2[CH2:55][C@H:50]1[CH2:51][N:52]2[CH2:32][C:29]1[CH:30]=[N:31][C:26]([C:24]2[NH:25][C:21]([CH:13]([C:10]3[CH:11]=[CH:12][C:7]([S:4]([CH:1]4[CH2:3][CH2:2]4)(=[O:6])=[O:5])=[CH:8][CH:9]=3)[CH2:14][CH:15]3[CH2:16][CH2:17][O:18][CH2:19][CH2:20]3)=[CH:22][CH:23]=2)=[CH:27][CH:28]=1)[C:43]1[CH:44]=[CH:45][CH:46]=[CH:47][CH:48]=1. The catalyst class is: 756.